This data is from Catalyst prediction with 721,799 reactions and 888 catalyst types from USPTO. The task is: Predict which catalyst facilitates the given reaction. (1) Reactant: Cl[C:2]([F:12])([F:11])C(C1C=CC=CC=1)=O.[Cl:13][C:14]1[CH:19]=[CH:18][C:17]([CH:20]([C:41]2[CH:50]=[CH:49][C:48]3[C:43](=[CH:44][CH:45]=[C:46]([OH:51])[CH:47]=3)[CH:42]=2)[C@@H:21]([C:25]2[CH:40]=[CH:39][C:28]([C:29]([NH:31][CH2:32][CH2:33][C:34]([O:36]CC)=[O:35])=[O:30])=[CH:27][CH:26]=2)[CH2:22][CH2:23][CH3:24])=[CH:16][CH:15]=1.[OH-].[K+]. Product: [Cl:13][C:14]1[CH:19]=[CH:18][C:17]([CH:20]([C:41]2[CH:50]=[CH:49][C:48]3[C:43](=[CH:44][CH:45]=[C:46]([O:51][CH:2]([F:12])[F:11])[CH:47]=3)[CH:42]=2)[C@@H:21]([C:25]2[CH:40]=[CH:39][C:28]([C:29]([NH:31][CH2:32][CH2:33][C:34]([OH:36])=[O:35])=[O:30])=[CH:27][CH:26]=2)[CH2:22][CH2:23][CH3:24])=[CH:16][CH:15]=1. The catalyst class is: 10. (2) Reactant: [CH:1]([N:4]=C=NC(C)C)(C)C.OC(C(F)(F)F)=O.[C:17]([O:21][C:22]([N:24]1[CH2:29][CH2:28][N:27]([C:30]([NH:32][C:33]2[CH:41]=[CH:40][C:36]([C:37]([OH:39])=O)=[CH:35][CH:34]=2)=[O:31])[CH:26]([CH2:42][O:43][C:44]2[CH:45]=[N:46][CH:47]=[CH:48][CH:49]=2)[CH2:25]1)=[O:23])([CH3:20])([CH3:19])[CH3:18].Cl.CN.C(N(C(C)C)CC)(C)C.ON1C2C=CC=CC=2N=N1. Product: [CH3:1][NH:4][C:37]([C:36]1[CH:40]=[CH:41][C:33]([NH:32][C:30]([N:27]2[CH2:28][CH2:29][N:24]([C:22]([O:21][C:17]([CH3:20])([CH3:18])[CH3:19])=[O:23])[CH2:25][CH:26]2[CH2:42][O:43][C:44]2[CH:45]=[N:46][CH:47]=[CH:48][CH:49]=2)=[O:31])=[CH:34][CH:35]=1)=[O:39]. The catalyst class is: 59. (3) Reactant: [O:1]1[CH2:6][CH2:5][N:4]([CH2:7][CH2:8][NH:9][C:10](=[O:40])[O:11][CH:12]2[CH2:16][CH2:15][CH:14]([N:17]3[C:21]4[N:22]=[CH:23][N:24]=[C:25]([NH2:26])[C:20]=4[C:19]([C:27]4[CH:32]=[CH:31][C:30]([O:33][C:34]5[CH:39]=[CH:38][CH:37]=[CH:36][CH:35]=5)=[CH:29][CH:28]=4)=[CH:18]3)[CH2:13]2)[CH2:3][CH2:2]1.[ClH:41]. Product: [ClH:41].[O:1]1[CH2:2][CH2:3][N:4]([CH2:7][CH2:8][NH:9][C:10](=[O:40])[O:11][CH:12]2[CH2:16][CH2:15][CH:14]([N:17]3[C:21]4[N:22]=[CH:23][N:24]=[C:25]([NH2:26])[C:20]=4[C:19]([C:27]4[CH:32]=[CH:31][C:30]([O:33][C:34]5[CH:35]=[CH:36][CH:37]=[CH:38][CH:39]=5)=[CH:29][CH:28]=4)=[CH:18]3)[CH2:13]2)[CH2:5][CH2:6]1. The catalyst class is: 13. (4) The catalyst class is: 201. Reactant: C[O:2][C:3]1[CH:4]=[CH:5][C:6]2[N:10]=[C:9]([C:11]([OH:13])=[O:12])[NH:8][C:7]=2[CH:14]=1. Product: [OH:2][C:3]1[CH:4]=[CH:5][C:6]2[N:10]=[C:9]([C:11]([OH:13])=[O:12])[NH:8][C:7]=2[CH:14]=1.